From a dataset of Full USPTO retrosynthesis dataset with 1.9M reactions from patents (1976-2016). Predict the reactants needed to synthesize the given product. (1) The reactants are: Cl.[CH3:2][O:3][C:4](=[O:10])[C@@H:5]1[CH2:9][CH2:8][CH2:7][NH:6]1.C(N(CC)CC)C.[S:18](Cl)([Cl:21])(=[O:20])=[O:19]. Given the product [Cl:21][S:18]([N:6]1[CH2:7][CH2:8][CH2:9][C@H:5]1[C:4]([O:3][CH3:2])=[O:10])(=[O:20])=[O:19], predict the reactants needed to synthesize it. (2) Given the product [Br:1][C:2]1[S:3][C:4]([C:7]2[N:8]=[N:9][N:10]([CH2:19][C:20]([O:22][C:23]([CH3:26])([CH3:25])[CH3:24])=[O:21])[N:11]=2)=[CH:5][N:6]=1, predict the reactants needed to synthesize it. The reactants are: [Br:1][C:2]1[S:3][C:4]([C:7]2[N:8]=[N:9][N:10](CC(OCC)=O)[N:11]=2)=[CH:5][N:6]=1.Br[CH2:19][C:20]([O:22][C:23]([CH3:26])([CH3:25])[CH3:24])=[O:21]. (3) Given the product [CH3:54][NH:55][C:24](=[O:25])[C:23]1[CH:22]=[CH:21][C:20]([O:19][C@H:16]2[CH2:17][CH2:18][C@H:13]([NH:12][C:11]([NH:10][C:7]3[CH:8]=[CH:9][C:4]([O:3][C:2]([F:1])([F:30])[F:31])=[CH:5][CH:6]=3)=[O:29])[CH2:14][CH2:15]2)=[CH:28][CH:27]=1, predict the reactants needed to synthesize it. The reactants are: [F:1][C:2]([F:31])([F:30])[O:3][C:4]1[CH:9]=[CH:8][C:7]([NH:10][C:11](=[O:29])[NH:12][C@H:13]2[CH2:18][CH2:17][C@H:16]([O:19][C:20]3[CH:28]=[CH:27][C:23]([C:24](O)=[O:25])=[CH:22][CH:21]=3)[CH2:15][CH2:14]2)=[CH:6][CH:5]=1.CCN=C=NCCCN(C)C.Cl.C1C=CC2N(O)N=NC=2C=1.[CH3:54][NH2:55]. (4) Given the product [CH2:1]([C:8]([N:19]([C:37](=[O:38])[CH2:36][C:35]([O:34][CH2:27][C:28]1[CH:29]=[CH:30][CH:31]=[CH:32][CH:33]=1)=[O:40])[C:20]([O:22][C:23]([CH3:24])([CH3:26])[CH3:25])=[O:21])([C:14]([O:16][CH2:17][CH3:18])=[O:15])[C:9]([O:11][CH2:12][CH3:13])=[O:10])[C:2]1[CH:3]=[CH:4][CH:5]=[CH:6][CH:7]=1, predict the reactants needed to synthesize it. The reactants are: [CH2:1]([C:8]([NH:19][C:20]([O:22][C:23]([CH3:26])([CH3:25])[CH3:24])=[O:21])([C:14]([O:16][CH2:17][CH3:18])=[O:15])[C:9]([O:11][CH2:12][CH3:13])=[O:10])[C:2]1[CH:7]=[CH:6][CH:5]=[CH:4][CH:3]=1.[CH2:27]([O:34][C:35](=[O:40])[CH2:36][C:37]([O-])=[O:38])[C:28]1[CH:33]=[CH:32][CH:31]=[CH:30][CH:29]=1.C(N(CC)C(C)C)(C)C.Cl.CN(C)CCCN=C=NCC. (5) Given the product [NH2:10][C:5]1[CH:4]=[C:3]([F:13])[C:2]([Br:1])=[CH:9][C:6]=1[CH:7]=[O:8], predict the reactants needed to synthesize it. The reactants are: [Br:1][C:2]1[C:3]([F:13])=[CH:4][C:5]([N+:10]([O-])=O)=[C:6]([CH:9]=1)[CH:7]=[O:8].